This data is from NCI-60 drug combinations with 297,098 pairs across 59 cell lines. The task is: Regression. Given two drug SMILES strings and cell line genomic features, predict the synergy score measuring deviation from expected non-interaction effect. (1) Drug 1: C1CC(=O)NC(=O)C1N2CC3=C(C2=O)C=CC=C3N. Drug 2: CCCCC(=O)OCC(=O)C1(CC(C2=C(C1)C(=C3C(=C2O)C(=O)C4=C(C3=O)C=CC=C4OC)O)OC5CC(C(C(O5)C)O)NC(=O)C(F)(F)F)O. Cell line: T-47D. Synergy scores: CSS=1.97, Synergy_ZIP=-2.40, Synergy_Bliss=-3.81, Synergy_Loewe=-4.91, Synergy_HSA=-2.42. (2) Drug 1: CNC(=O)C1=CC=CC=C1SC2=CC3=C(C=C2)C(=NN3)C=CC4=CC=CC=N4. Drug 2: C1CC(=O)NC(=O)C1N2C(=O)C3=CC=CC=C3C2=O. Cell line: ACHN. Synergy scores: CSS=6.99, Synergy_ZIP=2.05, Synergy_Bliss=4.29, Synergy_Loewe=-2.20, Synergy_HSA=2.06. (3) Drug 1: C1=CC(=CC=C1CC(C(=O)O)N)N(CCCl)CCCl.Cl. Drug 2: COC1=C2C(=CC3=C1OC=C3)C=CC(=O)O2. Cell line: NCIH23. Synergy scores: CSS=9.33, Synergy_ZIP=-4.07, Synergy_Bliss=-3.33, Synergy_Loewe=-11.1, Synergy_HSA=-4.64. (4) Drug 1: CN1C(=O)N2C=NC(=C2N=N1)C(=O)N. Drug 2: C1CN(CCN1C(=O)CCBr)C(=O)CCBr. Cell line: HOP-62. Synergy scores: CSS=33.4, Synergy_ZIP=4.21, Synergy_Bliss=3.73, Synergy_Loewe=-11.1, Synergy_HSA=-0.255. (5) Drug 1: CN(C)C1=NC(=NC(=N1)N(C)C)N(C)C. Drug 2: CC=C1C(=O)NC(C(=O)OC2CC(=O)NC(C(=O)NC(CSSCCC=C2)C(=O)N1)C(C)C)C(C)C. Cell line: T-47D. Synergy scores: CSS=6.56, Synergy_ZIP=6.56, Synergy_Bliss=5.23, Synergy_Loewe=-40.5, Synergy_HSA=1.97.